Dataset: Peptide-MHC class II binding affinity with 134,281 pairs from IEDB. Task: Regression. Given a peptide amino acid sequence and an MHC pseudo amino acid sequence, predict their binding affinity value. This is MHC class II binding data. (1) The peptide sequence is SQDLESSWNLNGLQAY. The MHC is DRB1_0802 with pseudo-sequence DRB1_0802. The binding affinity (normalized) is 0.259. (2) The peptide sequence is VNPLTLTAAVLLLIT. The MHC is DRB1_0101 with pseudo-sequence DRB1_0101. The binding affinity (normalized) is 0.209. (3) The peptide sequence is YQIAFSRGNRAFIAI. The MHC is DRB5_0101 with pseudo-sequence DRB5_0101. The binding affinity (normalized) is 0.793.